This data is from Forward reaction prediction with 1.9M reactions from USPTO patents (1976-2016). The task is: Predict the product of the given reaction. (1) Given the reactants [Br:1][CH2:2][CH2:3][CH2:4][OH:5].[C:6]1(=[O:10])[O:9][CH2:8][CH2:7]1, predict the reaction product. The product is: [Br:1][CH2:2][CH2:3][CH2:4][O:5][CH2:8][CH2:7][C:6]([OH:10])=[O:9]. (2) Given the reactants [CH:1]([S:4]([N:7]1[C:11]2[CH:12]=[C:13](I)[CH:14]=[CH:15][C:10]=2[N:9]=[C:8]1[NH2:17])(=[O:6])=[O:5])([CH3:3])[CH3:2].[Li]C1C=CC=CC=1.[Li]C(C)(C)C.[B:30](OC(C)C)([O:35]C(C)C)[O:31]C(C)C.Cl.[OH-].[Na+], predict the reaction product. The product is: [CH:1]([S:4]([N:7]1[C:11]2[CH:12]=[C:13]([B:30]([OH:35])[OH:31])[CH:14]=[CH:15][C:10]=2[N:9]=[C:8]1[NH2:17])(=[O:6])=[O:5])([CH3:3])[CH3:2]. (3) Given the reactants [CH2:1]([C:3]1[C:4]([NH:10][NH:11][C:12](=O)[CH2:13][CH2:14][C:15]2[N:19]([CH3:20])[N:18]=[C:17]([N:21]3[CH2:25][CH2:24][CH2:23][CH2:22]3)[N:16]=2)=[N:5][C:6]([CH3:9])=[N:7][CH:8]=1)[CH3:2].CC[N+](S(N=C(OC)[O-])(=O)=O)(CC)CC.C(=O)(O)[O-].[Na+], predict the reaction product. The product is: [CH2:1]([C:3]1[C:4]2[N:5]([C:12]([CH2:13][CH2:14][C:15]3[N:19]([CH3:20])[N:18]=[C:17]([N:21]4[CH2:25][CH2:24][CH2:23][CH2:22]4)[N:16]=3)=[N:11][N:10]=2)[C:6]([CH3:9])=[N:7][CH:8]=1)[CH3:2]. (4) Given the reactants [N:1]1[CH:6]=[CH:5][CH:4]=[CH:3][C:2]=1[C:7]([OH:9])=O.C1C=CC2N(O)N=NC=2C=1.CCN=C=NCCCN(C)C.[F:31][C:32]1[CH:63]=[CH:62][C:61]([F:64])=[CH:60][C:33]=1[CH:34]=[C:35]1[CH2:40][CH2:39][N:38]([C:41]([NH:43][C:44]2[CH:49]=[CH:48][C:47]([NH:50]C(NC3C=CC=CC=3)=O)=[CH:46][CH:45]=2)=[O:42])[CH2:37][CH2:36]1.CCN(CC)CC, predict the reaction product. The product is: [F:31][C:32]1[CH:63]=[CH:62][C:61]([F:64])=[CH:60][C:33]=1[CH:34]=[C:35]1[CH2:40][CH2:39][N:38]([C:41]([NH:43][C:44]2[CH:49]=[CH:48][C:47]([NH:50][C:7](=[O:9])[C:2]3[CH:3]=[CH:4][CH:5]=[CH:6][N:1]=3)=[CH:46][CH:45]=2)=[O:42])[CH2:37][CH2:36]1. (5) Given the reactants [CH3:1][O:2][C:3](=[O:18])[CH:4]([NH2:17])[CH2:5][C:6]1[CH:7]=[C:8]2[C:12](=[CH:13][CH:14]=1)[NH:11][CH:10]=[C:9]2[C:15]#[N:16].[C:19](C1NC=CN=1)(C1NC=CN=1)=[O:20].[NH:31]1[CH2:36][CH2:35][CH:34]([N:37]2[CH2:46][C:45]3[C:40](=[CH:41][CH:42]=[CH:43][CH:44]=3)[NH:39][C:38]2=[O:47])[CH2:33][CH2:32]1, predict the reaction product. The product is: [CH3:1][O:2][C:3](=[O:18])[CH:4]([NH:17][C:19]([N:31]1[CH2:32][CH2:33][CH:34]([N:37]2[CH2:46][C:45]3[C:40](=[CH:41][CH:42]=[CH:43][CH:44]=3)[NH:39][C:38]2=[O:47])[CH2:35][CH2:36]1)=[O:20])[CH2:5][C:6]1[CH:7]=[C:8]2[C:12](=[CH:13][CH:14]=1)[NH:11][CH:10]=[C:9]2[C:15]#[N:16]. (6) The product is: [CH2:33]([NH:39][C:29]([NH:1][C:2]1[CH:10]=[CH:9][CH:8]=[C:7]2[C:3]=1[C:4]1([C:24]3[C:15](=[CH:16][C:17]4[O:22][CH2:21][CH2:20][O:19][C:18]=4[CH:23]=3)[O:14][CH2:13]1)[C:5](=[O:12])[N:6]2[CH3:11])=[O:28])[CH2:34][CH2:35][CH2:36][CH2:37][CH3:38]. Given the reactants [NH2:1][C:2]1[CH:10]=[CH:9][CH:8]=[C:7]2[C:3]=1[C:4]1([C:24]3[C:15](=[CH:16][C:17]4[O:22][CH2:21][CH2:20][O:19][C:18]=4[CH:23]=3)[O:14][CH2:13]1)[C:5](=[O:12])[N:6]2[CH3:11].ClC([O:28][C:29](Cl)(Cl)Cl)=O.[CH2:33]([NH2:39])[CH2:34][CH2:35][CH2:36][CH2:37][CH3:38].C(N(CC)CC)C, predict the reaction product. (7) Given the reactants [F:1][C:2]1[C:3](/[C:12](/I)=[CH:13]/[C:14](=O)[C:15]2[NH:16][CH:17]=[CH:18][CH:19]=2)=[C:4]2[C:8](=[CH:9][CH:10]=1)[NH:7][C:6](=[O:11])[CH2:5]2.[H-].[Na+].[CH2:24]([OH:27])[CH2:25][OH:26], predict the reaction product. The product is: [F:1][C:2]1[C:3]2[C:4]3[C:8](=[CH:9][CH:10]=1)[NH:7][C:6](=[O:11])[C:5]=3[C:14]([C:15]1[NH:16][CH:17]=[CH:18][CH:19]=1)=[CH:13][C:12]=2[O:26][CH2:25][CH2:24][OH:27]. (8) Given the reactants [H-].[Na+].[CH:3]1[C:16]2[N:15]([CH2:17][C:18]3[S:22][C:21]([C:23]4[CH:28]=[C:27]([Cl:29])[C:26]([OH:30])=[C:25]([Cl:31])[CH:24]=4)=[N:20][N:19]=3)[C:14]3[C:9](=[CH:10][CH:11]=[CH:12][CH:13]=3)[S:8][C:7]=2[CH:6]=[CH:5][CH:4]=1.C([O:36][C:37](=[O:40])[CH2:38]Br)(C)(C)C.O, predict the reaction product. The product is: [CH:13]1[C:14]2[N:15]([CH2:17][C:18]3[S:22][C:21]([C:23]4[CH:24]=[C:25]([Cl:31])[C:26]([O:30][CH2:38][C:37]([OH:40])=[O:36])=[C:27]([Cl:29])[CH:28]=4)=[N:20][N:19]=3)[C:16]3[C:7](=[CH:6][CH:5]=[CH:4][CH:3]=3)[S:8][C:9]=2[CH:10]=[CH:11][CH:12]=1. (9) Given the reactants [CH3:1][C:2](C)([O-])C.[K+].[C:7]([O:11][C:12]([NH:14][C@H:15]1[CH2:20][CH2:19][C@H:18]([C:21]([C:23]2[S:27][CH:26]=[C:25]([C:28]([O:30][CH3:31])=[O:29])[C:24]=2[CH3:32])=O)[CH2:17][CH2:16]1)=[O:13])([CH3:10])([CH3:9])[CH3:8], predict the reaction product. The product is: [C:7]([O:11][C:12]([NH:14][C@H:15]1[CH2:20][CH2:19][C@H:18](/[C:21](/[C:23]2[S:27][CH:26]=[C:25]([C:28]([O:30][CH3:31])=[O:29])[C:24]=2[CH3:32])=[CH:1]\[CH3:2])[CH2:17][CH2:16]1)=[O:13])([CH3:10])([CH3:9])[CH3:8].